From a dataset of Full USPTO retrosynthesis dataset with 1.9M reactions from patents (1976-2016). Predict the reactants needed to synthesize the given product. (1) Given the product [CH:1]([C:4]1[C:12]2[O:11][C:10]([C:13]3[CH:18]=[CH:17][C:16]([O:19][CH3:20])=[CH:15][CH:14]=3)=[CH:9][C:8]=2[CH:7]=[C:6]([O:21][CH3:22])[CH:5]=1)([CH3:3])[CH3:2], predict the reactants needed to synthesize it. The reactants are: [C:1]([C:4]1[C:12]2[O:11][C:10]([C:13]3[CH:18]=[CH:17][C:16]([O:19][CH3:20])=[CH:15][CH:14]=3)=[CH:9][C:8]=2[CH:7]=[C:6]([O:21][CH3:22])[CH:5]=1)([CH3:3])=[CH2:2].[H][H]. (2) Given the product [N:32]1([C:18]2[CH:17]=[C:16]([NH:21][C:22]3[NH:23][N:24]=[C:25]([CH3:27])[CH:26]=3)[N:15]=[C:14]([S:13][C:10]3[CH:9]=[CH:8][C:7]([NH:6][C:4](=[O:5])[C:3]4[CH:28]=[CH:29][CH:30]=[CH:31][C:2]=4[Cl:1])=[CH:12][CH:11]=3)[N:19]=2)[CH2:35][CH2:34][CH2:33]1, predict the reactants needed to synthesize it. The reactants are: [Cl:1][C:2]1[CH:31]=[CH:30][CH:29]=[CH:28][C:3]=1[C:4]([NH:6][C:7]1[CH:12]=[CH:11][C:10]([S:13][C:14]2[N:19]=[C:18](Cl)[CH:17]=[C:16]([NH:21][C:22]3[NH:23][N:24]=[C:25]([CH3:27])[CH:26]=3)[N:15]=2)=[CH:9][CH:8]=1)=[O:5].[NH:32]1[CH2:35][CH2:34][CH2:33]1.C(N(CC)C(C)C)(C)C. (3) The reactants are: [CH:1]1([C:7]2[S:23][C:10]3[N:11]=[C:12]([CH3:22])[N:13]=[C:14]([CH2:15][NH:16][C:17]([CH3:21])([CH3:20])[CH2:18][OH:19])[C:9]=3[CH:8]=2)[CH2:6][CH2:5][CH2:4][CH2:3][CH2:2]1.C1N=CN([C:29](N2C=NC=C2)=[O:30])C=1. Given the product [CH:1]1([C:7]2[S:23][C:10]3[N:11]=[C:12]([CH3:22])[N:13]=[C:14]([CH2:15][N:16]4[C:17]([CH3:20])([CH3:21])[CH2:18][O:19][C:29]4=[O:30])[C:9]=3[CH:8]=2)[CH2:2][CH2:3][CH2:4][CH2:5][CH2:6]1, predict the reactants needed to synthesize it. (4) The reactants are: [NH2:1][C:2]1[C:3]([C:9]([NH:11][C:12]2[CH:17]=[CH:16][CH:15]=[CH:14][CH:13]=2)=[O:10])=[N:4][C:5](Br)=[CH:6][N:7]=1.B([C:21]1[CH:29]=[CH:28][C:24]([C:25]([OH:27])=[O:26])=[CH:23][CH:22]=1)(O)O.C([O-])([O-])=O.[Na+].[Na+].N#N. Given the product [NH2:1][C:2]1[N:7]=[CH:6][C:5]([C:21]2[CH:29]=[CH:28][C:24]([C:25]([OH:27])=[O:26])=[CH:23][CH:22]=2)=[N:4][C:3]=1[C:9](=[O:10])[NH:11][C:12]1[CH:17]=[CH:16][CH:15]=[CH:14][CH:13]=1, predict the reactants needed to synthesize it. (5) Given the product [F:32][C:30]1[CH:29]=[C:28]([C:33]2[CH:41]=[CH:40][C:36]([C:37]([NH:42][CH2:43][CH:44]3[C:52]4[C:47](=[CH:48][CH:49]=[CH:50][CH:51]=4)[NH:46][C:45]3=[O:53])=[O:39])=[CH:35][N:34]=2)[CH:27]=[C:26]([F:25])[CH:31]=1, predict the reactants needed to synthesize it. The reactants are: CN(C(ON1N=NC2C=CC=NC1=2)=[N+](C)C)C.F[P-](F)(F)(F)(F)F.[F:25][C:26]1[CH:27]=[C:28]([C:33]2[CH:41]=[CH:40][C:36]([C:37]([OH:39])=O)=[CH:35][N:34]=2)[CH:29]=[C:30]([F:32])[CH:31]=1.[NH2:42][CH2:43][CH:44]1[C:52]2[C:47](=[CH:48][CH:49]=[CH:50][CH:51]=2)[NH:46][C:45]1=[O:53]. (6) Given the product [NH2:36][C:37]1([C:41]2[CH:42]=[CH:43][C:44]([C:47]3[C:56](=[O:57])[C:55]4[C:50](=[CH:51][C:52]([O:58][CH3:59])=[CH:53][CH:54]=4)[O:49][C:48]=3[C:60]3[CH:65]=[CH:64][CH:63]=[CH:62][CH:61]=3)=[CH:45][CH:46]=2)[CH2:38][CH2:39][CH2:40]1, predict the reactants needed to synthesize it. The reactants are: NC1(C2C=CC(C3C(=O)C4C(=CC=C(F)C=4)OC=3C3C=CC=CC=3)=CC=2)CCC1.C(OC(=O)[NH:36][C:37]1([C:41]2[CH:46]=[CH:45][C:44]([C:47]3[C:56](=[O:57])[C:55]4[C:50](=[CH:51][C:52]([O:58][CH3:59])=[CH:53][CH:54]=4)[O:49][C:48]=3[C:60]3[CH:65]=[CH:64][CH:63]=[CH:62][CH:61]=3)=[CH:43][CH:42]=2)[CH2:40][CH2:39][CH2:38]1)(C)(C)C.